Dataset: NCI-60 drug combinations with 297,098 pairs across 59 cell lines. Task: Regression. Given two drug SMILES strings and cell line genomic features, predict the synergy score measuring deviation from expected non-interaction effect. (1) Drug 1: CC(C1=C(C=CC(=C1Cl)F)Cl)OC2=C(N=CC(=C2)C3=CN(N=C3)C4CCNCC4)N. Drug 2: CC1CCC2CC(C(=CC=CC=CC(CC(C(=O)C(C(C(=CC(C(=O)CC(OC(=O)C3CCCCN3C(=O)C(=O)C1(O2)O)C(C)CC4CCC(C(C4)OC)O)C)C)O)OC)C)C)C)OC. Cell line: HCT116. Synergy scores: CSS=31.9, Synergy_ZIP=-3.53, Synergy_Bliss=0.214, Synergy_Loewe=2.84, Synergy_HSA=3.18. (2) Drug 1: CC12CCC3C(C1CCC2=O)CC(=C)C4=CC(=O)C=CC34C. Synergy scores: CSS=19.6, Synergy_ZIP=4.95, Synergy_Bliss=6.53, Synergy_Loewe=-2.42, Synergy_HSA=-0.347. Cell line: SF-539. Drug 2: COC1=C2C(=CC3=C1OC=C3)C=CC(=O)O2. (3) Cell line: NCI-H522. Synergy scores: CSS=23.7, Synergy_ZIP=-8.44, Synergy_Bliss=1.27, Synergy_Loewe=3.54, Synergy_HSA=3.62. Drug 1: CC1=C(C=C(C=C1)NC(=O)C2=CC=C(C=C2)CN3CCN(CC3)C)NC4=NC=CC(=N4)C5=CN=CC=C5. Drug 2: CCN(CC)CCCC(C)NC1=C2C=C(C=CC2=NC3=C1C=CC(=C3)Cl)OC. (4) Drug 1: C1=CN(C=N1)CC(O)(P(=O)(O)O)P(=O)(O)O. Drug 2: C1CN(P(=O)(OC1)NCCCl)CCCl. Cell line: HOP-62. Synergy scores: CSS=10.7, Synergy_ZIP=0.468, Synergy_Bliss=1.35, Synergy_Loewe=4.49, Synergy_HSA=4.05. (5) Drug 1: CNC(=O)C1=CC=CC=C1SC2=CC3=C(C=C2)C(=NN3)C=CC4=CC=CC=N4. Drug 2: CCC(=C(C1=CC=CC=C1)C2=CC=C(C=C2)OCCN(C)C)C3=CC=CC=C3.C(C(=O)O)C(CC(=O)O)(C(=O)O)O. Cell line: UACC62. Synergy scores: CSS=4.39, Synergy_ZIP=-0.855, Synergy_Bliss=1.24, Synergy_Loewe=0.307, Synergy_HSA=1.31. (6) Drug 1: C1CN1C2=NC(=NC(=N2)N3CC3)N4CC4. Drug 2: CCC1(CC2CC(C3=C(CCN(C2)C1)C4=CC=CC=C4N3)(C5=C(C=C6C(=C5)C78CCN9C7C(C=CC9)(C(C(C8N6C)(C(=O)OC)O)OC(=O)C)CC)OC)C(=O)OC)O.OS(=O)(=O)O. Cell line: HS 578T. Synergy scores: CSS=8.80, Synergy_ZIP=-2.69, Synergy_Bliss=-0.283, Synergy_Loewe=-1.55, Synergy_HSA=-1.61.